Dataset: Drug-target binding data from BindingDB using IC50 measurements. Task: Regression. Given a target protein amino acid sequence and a drug SMILES string, predict the binding affinity score between them. We predict pIC50 (pIC50 = -log10(IC50 in M); higher means more potent). Dataset: bindingdb_ic50. (1) The drug is COc1nccc(-c2c(-c3ccc(F)cc3)ncn2C2CCNCC2)n1. The target protein (P04792) has sequence MTERRVPFSLLRGPSWDPFRDWYPHSRLFDQAFGLPRLPEEWSQWLGGSSWPGYVRPLPPAAIESPAVAAPAYSRALSRQLSSGVSEIRHTADRWRVSLDVNHFAPDELTVKTKDGVVEITGKHEERQDEHGYISRCFTRKYTLPPGVDPTQVSSSLSPEGTLTVEAPMPKLATQSNEITIPVTFESRAQLGGPEAAKSDETAAK. The pIC50 is 6.8. (2) The compound is COc1cc2ncnc(-n3nc(Nc4ccc(OCCN5CCCC5)c(Cl)c4)nc3N)c2cc1OC. The target protein (P30530) has sequence MAWRCPRMGRVPLAWCLALCGWACMAPRGTQAEESPFVGNPGNITGARGLTGTLRCQLQVQGEPPEVHWLRDGQILELADSTQTQVPLGEDEQDDWIVVSQLRITSLQLSDTGQYQCLVFLGHQTFVSQPGYVGLEGLPYFLEEPEDRTVAANTPFNLSCQAQGPPEPVDLLWLQDAVPLATAPGHGPQRSLHVPGLNKTSSFSCEAHNAKGVTTSRTATITVLPQQPRNLHLVSRQPTELEVAWTPGLSGIYPLTHCTLQAVLSDDGMGIQAGEPDPPEEPLTSQASVPPHQLRLGSLHPHTPYHIRVACTSSQGPSSWTHWLPVETPEGVPLGPPENISATRNGSQAFVHWQEPRAPLQGTLLGYRLAYQGQDTPEVLMDIGLRQEVTLELQGDGSVSNLTVCVAAYTAAGDGPWSLPVPLEAWRPGQAQPVHQLVKEPSTPAFSWPWWYVLLGAVVAAACVLILALFLVHRRKKETRYGEVFEPTVERGELVVRYRV.... The pIC50 is 6.0. (3) The compound is CNCCNCc1cccc(-n2nc(C(F)(F)F)cc2C(=O)NCc2ccccc2C)c1. The target protein (Q9WVG6) has sequence MAAAAATAVGPGAGSAGVAGPGGAGPCATVSVFPGARLLTIGDANGEIQRHAEQQALRLEVRAGPDAAGIALYSHEDVCVFKCSVSRETECSRVGRQSFIITLGCNSVLIQFATPHDFCSFYNILKTCRGHTLERSVFSERTEESSAVQYFQFYGYLSQQQNMMQDYVRTGTYQRAILQNHTDFKDKIVLDVGCGSGILSFFAAQAGARKIYAVEASTMAQHAEVLVKSNNLTDRIVVIPGKVEEVSLPEQVDIIISEPMGYMLFNERMLESYLHAKKYLKPSGNMFPTIGDVHLAPFTDEQLYMEQFTKANFWYQPSFHGVDLSALRGAAVDEYFRQPVVDTFDIRILMAKSVKYTVNFLEAKEGDLHRIEIPFKFHMLHSGLVHGLAFWFDVAFIGSIMTVWLSTAPTEPLTHWYQVRCLFQSPLFAKAGDTLSGTCLLIANKRQSYDISIVAQVDQTGSKSSNLLDLKNPFFRYTGTTPSPPPGSHYTSPSENMWNT.... The pIC50 is 4.9. (4) The target protein (Q9NPI1) has sequence MGKKHKKHKSDKHLYEEYVEKPLKLVLKVGGNEVTELSTGSSGHDSSLFEDKNDHDKHKDRKRKKRKKGEKQIPGEEKGRKRRRVKEDKKKRDRDRVENEAEKDLQCHAPVRLDLPPEKPLTSSLAKQEEVEQTPLQEALNQLMRQLQRKDPSAFFSFPVTDFIAPGYSMIIKHPMDFSTMKEKIKNNDYQSIEELKDNFKLMCTNAMIYNKPETIYYKAAKKLLHSGMKILSQERIQSLKQSIDFMADLQKTRKQKDGTDTSQSGEDGGCWQREREDSGDAEAHAFKSPSKENKKKDKDMLEDKFKSNNLEREQEQLDRIVKESGGKLTRRLVNSQCEFERRKPDGTTTLGLLHPVDPIVGEPGYCPVRLGMTTGRLQSGVNTLQGFKEDKRNKVTPVLYLNYGPYSSYAPHYDSTFANISKDDSDLIYSTYGEDSDLPSDFSIHEFLATCQDYPYVMADSLLDVLTKGGHSRTLQEMEMSLPEDEGHTRTLDTAKEME.... The small molecule is COc1cc(-c2cn(C)c(=O)c3cnccc23)c(OC)cc1CN(C)C. The pIC50 is 5.5. (5) The drug is C#Cc1cccc(Nc2ncnc3cc(OC)c(NC(=O)/C=C/CN4CCCCC4)cc23)c1. The target protein sequence is MRRRHIVRKRTLRRLLQERELVEPLTPSGEAPNQALLRILKETEFKKIKVLGSGAFGTVYKGLWIPEGEKVKIPVAIKELREATSPKANKEILDEAYVMASVDNPHVCRLLGICLTSTVQLIMQLMPFGCLLDYVREHKDNIGSQYLLNWCVQIAKGMNYLEDRRLVHRDLAARNVLVKTPQHVKITDFGRAKLLGAEEKEYHAEGGKVPIKWMALESILHRIYTHQSDVWSYGVTVWELMTFGSKPYDGIPASEISSILEKGERLPQPPICTIDVYMIMVKCWMIDADSRPKFRELIIEFSKMARDPQRYLVIQGDERMHLPSPTDSNFYRALMDEEDMDDVVDADEYLIPQQGFFSSPSTSRTPLLSSLSATSNNSTVACIDRNGLQSCPIKEDSFLQRYSSDPTGALTEDSIDDTFLPVPEYINQSVPKRPAGSVQNPVYHNQPLNPAPSRDPHYQDPHSTAVGNPEYLNTVQPTCVNSTFDSPAHWAQKGSHQISL.... The pIC50 is 7.7.